From a dataset of Forward reaction prediction with 1.9M reactions from USPTO patents (1976-2016). Predict the product of the given reaction. (1) Given the reactants [F:1][C:2]1[CH:3]=[C:4]([CH2:10][OH:11])[CH:5]=[C:6]([F:9])[C:7]=1[F:8].Cl[C:13]1[CH:30]=[C:17]2[N:18](C(OC(C)(C)C)=O)[C@H:19]([CH3:22])[CH2:20][CH2:21][N:16]2[C:15](=[O:31])[N:14]=1, predict the reaction product. The product is: [CH3:22][C@@H:19]1[CH2:20][CH2:21][N:16]2[C:15](=[O:31])[N:14]=[C:13]([O:11][CH2:10][C:4]3[CH:3]=[C:2]([F:1])[C:7]([F:8])=[C:6]([F:9])[CH:5]=3)[CH:30]=[C:17]2[NH:18]1. (2) Given the reactants [C:9](O[C:9]([O:11][C:12]([CH3:15])([CH3:14])[CH3:13])=[O:10])([O:11][C:12]([CH3:15])([CH3:14])[CH3:13])=[O:10].[OH:16][C:17]1[CH:18]=[C:19]2[C:24](=[CH:25][CH:26]=1)[CH:23]=[C:22]([CH2:27][NH3+:28])[CH:21]=[CH:20]2.[Br-].C(N(CC)CC)C, predict the reaction product. The product is: [C:12]([O:11][C:9](=[O:10])[NH:28][CH2:27][C:22]1[CH:21]=[CH:20][C:19]2[C:24](=[CH:25][CH:26]=[C:17]([OH:16])[CH:18]=2)[CH:23]=1)([CH3:13])([CH3:14])[CH3:15].